From a dataset of Reaction yield outcomes from USPTO patents with 853,638 reactions. Predict the reaction yield, written as a fraction of the theoretical maximum amount of product (1.0 means a 100% yield; for example, 0.34 means a 34% yield). (1) The reactants are C([Li])(C)(C)C.Br[C:7]1[CH:12]=[CH:11][N:10]=[C:9]([O:13][CH2:14][CH2:15][CH2:16][F:17])[CH:8]=1.[Br:18][C:19]1[CH:20]=[C:21]([C:25]([C:33]2[C:34]([C:39]#[N:40])=[N:35][CH:36]=[CH:37][CH:38]=2)=[N:26]S(C(C)(C)C)=O)[CH:22]=[CH:23][CH:24]=1.Cl. The catalyst is C1COCC1. The product is [Br:18][C:19]1[CH:20]=[C:21]([C:25]2([C:7]3[CH:12]=[CH:11][N:10]=[C:9]([O:13][CH2:14][CH2:15][CH2:16][F:17])[CH:8]=3)[C:33]3[C:34](=[N:35][CH:36]=[CH:37][CH:38]=3)[C:39]([NH2:40])=[N:26]2)[CH:22]=[CH:23][CH:24]=1. The yield is 0.980. (2) The catalyst is C(Cl)Cl. The yield is 0.740. The reactants are FC1C=CC(S([N:11]([S:17]([C:20]2[CH:25]=[CH:24][C:23]([N:26]3[CH2:30][CH2:29][C@@H:28](O)[C:27]3=[O:32])=[CH:22][CH:21]=2)(=[O:19])=[O:18])[C:12]2[S:13][CH:14]=[CH:15][N:16]=2)(=O)=O)=CC=1.CCN(C(C)C)C(C)C.S(OS(C(F)(F)F)(=O)=O)(C(F)(F)F)(=O)=O.[Cl:57][C:58]1[CH:63]=[CH:62][C:61]([CH:64]2[CH2:68][CH2:67][NH:66][CH2:65]2)=[CH:60][C:59]=1[CH3:69].N1CCOCC1.C([O-])(O)=O.[Na+]. The product is [Cl:57][C:58]1[CH:63]=[CH:62][C:61]([CH:64]2[CH2:68][CH2:67][N:66]([C@H:28]3[CH2:29][CH2:30][N:26]([C:23]4[CH:22]=[CH:21][C:20]([S:17]([NH:11][C:12]5[S:13][CH:14]=[CH:15][N:16]=5)(=[O:19])=[O:18])=[CH:25][CH:24]=4)[C:27]3=[O:32])[CH2:65]2)=[CH:60][C:59]=1[CH3:69]. (3) The reactants are [NH2:1][C:2](=[O:27])[CH2:3][N:4]([C:9]1[CH:10]=[C:11]([CH:22]=[CH:23][C:24]=1[O:25][CH3:26])[C:12]([O:14]CC1C=CC=CC=1)=[O:13])[S:5]([CH3:8])(=[O:7])=[O:6]. The catalyst is CO.C(Cl)(Cl)Cl.[Pd]. The product is [NH2:1][C:2](=[O:27])[CH2:3][N:4]([C:9]1[CH:10]=[C:11]([CH:22]=[CH:23][C:24]=1[O:25][CH3:26])[C:12]([OH:14])=[O:13])[S:5]([CH3:8])(=[O:7])=[O:6]. The yield is 0.890. (4) The catalyst is O. The yield is 0.800. The reactants are S(=O)(=O)(O)O.[C:6]1([NH:12]N)[CH:11]=[CH:10][CH:9]=[CH:8][CH:7]=1.[C:14]1(=O)[CH2:18][CH2:17][CH2:16][CH2:15]1. The product is [CH2:16]1[C:15]2[C:7]3[CH:8]=[CH:9][CH:10]=[CH:11][C:6]=3[NH:12][C:14]=2[CH2:18][CH2:17]1. (5) The yield is 0.860. The reactants are [C:1]([O:5][C:6]([N:8]1[CH2:13][CH2:12][C:11]([CH2:16][N:17](CC2C=CC=CC=2)[CH3:18])([O:14][CH3:15])[CH2:10][CH2:9]1)=[O:7])([CH3:4])([CH3:3])[CH3:2]. The product is [C:1]([O:5][C:6]([N:8]1[CH2:9][CH2:10][C:11]([O:14][CH3:15])([CH2:16][NH:17][CH3:18])[CH2:12][CH2:13]1)=[O:7])([CH3:4])([CH3:3])[CH3:2]. The catalyst is C(OCC)(=O)C.[Pd].